Dataset: Forward reaction prediction with 1.9M reactions from USPTO patents (1976-2016). Task: Predict the product of the given reaction. (1) Given the reactants [CH2:1](OC(OCC)CBr)[CH3:2].Cl.C(=O)(O)[O-].[Na+].[NH2:16][C:17]1[C:22]([O:23][CH2:24][CH2:25][CH2:26][C:27]2[CH:32]=[CH:31][C:30]([Cl:33])=[CH:29][C:28]=2[Cl:34])=[CH:21][CH:20]=[CH:19][N:18]=1, predict the reaction product. The product is: [ClH:33].[Cl:34][C:28]1[CH:29]=[C:30]([Cl:33])[CH:31]=[CH:32][C:27]=1[CH2:26][CH2:25][CH2:24][O:23][C:22]1[C:17]2[N:18]([CH:1]=[CH:2][N:16]=2)[CH:19]=[CH:20][CH:21]=1. (2) Given the reactants [C:1]([O:5][C:6](=[O:44])[NH:7][C@H:8]([C:10](=[O:43])[NH:11][C@H:12]([C:20](=[O:42])[NH:21][C@@H:22]([CH2:35][C:36]1[CH:41]=[CH:40][CH:39]=[CH:38][CH:37]=1)[CH:23]([C:25](=[O:34])[NH:26][CH2:27][C:28]1[CH:33]=[CH:32][CH:31]=[CH:30][CH:29]=1)[OH:24])[CH2:13][C:14]1[CH:19]=[CH:18][CH:17]=[CH:16][CH:15]=1)[CH3:9])([CH3:4])([CH3:3])[CH3:2].CC(OI1(OC(C)=O)(OC(C)=O)OC(=O)C2C=CC=CC1=2)=O, predict the reaction product. The product is: [C:1]([O:5][C:6](=[O:44])[NH:7][C@H:8]([C:10](=[O:43])[NH:11][C@H:12]([C:20](=[O:42])[NH:21][C@@H:22]([CH2:35][C:36]1[CH:41]=[CH:40][CH:39]=[CH:38][CH:37]=1)[C:23]([C:25](=[O:34])[NH:26][CH2:27][C:28]1[CH:33]=[CH:32][CH:31]=[CH:30][CH:29]=1)=[O:24])[CH2:13][C:14]1[CH:19]=[CH:18][CH:17]=[CH:16][CH:15]=1)[CH3:9])([CH3:2])([CH3:3])[CH3:4]. (3) Given the reactants [Cl:1][C:2]1[CH:7]=[C:6]([CH3:8])[CH:5]=[CH:4][C:3]=1[NH:9][C:10]([CH2:12][CH:13]([C:22]1[C:26]([CH:27]2[CH2:29][CH2:28]2)=[C:25]([CH:30]2[CH2:33][CH:32]([CH2:34][CH:35]([CH2:38][CH3:39])[CH2:36][CH3:37])[CH2:31]2)[O:24][N:23]=1)[CH2:14][C:15]([O:17]C(C)(C)C)=[O:16])=[O:11].O.Br.[OH-].[Na+], predict the reaction product. The product is: [Cl:1][C:2]1[CH:7]=[C:6]([CH3:8])[CH:5]=[CH:4][C:3]=1[NH:9][C:10]([CH2:12][CH:13]([C:22]1[C:26]([CH:27]2[CH2:28][CH2:29]2)=[C:25]([CH:30]2[CH2:31][CH:32]([CH2:34][CH:35]([CH2:38][CH3:39])[CH2:36][CH3:37])[CH2:33]2)[O:24][N:23]=1)[CH2:14][C:15]([OH:17])=[O:16])=[O:11]. (4) Given the reactants [N:1]1([C:8]2[CH:13]=[CH:12][C:11]([N:14]3[CH:23]=[CH:22][C:21]4[C:16](=[CH:17][CH:18]=[C:19]([O:24][CH2:25][C@@H:26]5[CH2:30][CH2:29][CH2:28][O:27]5)[CH:20]=4)[C:15]3=[O:31])=[CH:10][C:9]=2[O:32][CH3:33])[CH2:7][CH2:6][CH2:5][NH:4][CH2:3][CH2:2]1.[O:34]1[CH2:39][CH2:38][C:37](=O)[CH2:36][CH2:35]1, predict the reaction product. The product is: [CH3:33][O:32][C:9]1[CH:10]=[C:11]([N:14]2[CH:23]=[CH:22][C:21]3[C:16](=[CH:17][CH:18]=[C:19]([O:24][CH2:25][C@@H:26]4[CH2:30][CH2:29][CH2:28][O:27]4)[CH:20]=3)[C:15]2=[O:31])[CH:12]=[CH:13][C:8]=1[N:1]1[CH2:7][CH2:6][CH2:5][N:4]([CH:37]2[CH2:38][CH2:39][O:34][CH2:35][CH2:36]2)[CH2:3][CH2:2]1. (5) Given the reactants [CH:1]1([CH:4]=[O:5])[CH2:3][CH2:2]1.[Si:6]([O:13][CH2:14][C:15]1[CH:20]=[CH:19][CH:18]=[CH:17][C:16]=1[Mg]Br)([C:9]([CH3:12])([CH3:11])[CH3:10])([CH3:8])[CH3:7].O1CCCC1.[Cl-].[NH4+], predict the reaction product. The product is: [CH:1]1([CH:4]([C:16]2[CH:17]=[CH:18][CH:19]=[CH:20][C:15]=2[CH2:14][O:13][Si:6]([C:9]([CH3:12])([CH3:11])[CH3:10])([CH3:7])[CH3:8])[OH:5])[CH2:3][CH2:2]1.